From a dataset of Reaction yield outcomes from USPTO patents with 853,638 reactions. Predict the reaction yield, written as a fraction of the theoretical maximum amount of product (1.0 means a 100% yield; for example, 0.34 means a 34% yield). (1) The reactants are Cl[CH2:2][Si:3]([CH3:6])([CH3:5])[CH3:4].[Li].C[Si](C[Li])(C)C.[CH3:14][C:15]1[C:16](=[O:26])[C:17]([CH3:25])([CH3:24])[CH2:18][CH:19]2[C:23]=1[O:22][CH2:21][O:20]2. The catalyst is CCCCC.O1CCCC1.O. The product is [CH3:14][C:15]1[C:16]([CH2:2][Si:3]([CH3:6])([CH3:5])[CH3:4])([OH:26])[C:17]([CH3:25])([CH3:24])[CH2:18][CH:19]2[C:23]=1[O:22][CH2:21][O:20]2. The yield is 1.00. (2) The reactants are [F:1][C:2]([F:22])([F:21])[C:3]1[CH:4]=[C:5]([C:9]2[CH:10]=[CH:11][C:12]3[N:18]4[CH2:19][C@H:15]([CH2:16][CH2:17]4)[NH:14][C:13]=3[N:20]=2)[CH:6]=[CH:7][CH:8]=1.Cl[C:24](Cl)([O:26]C(=O)OC(Cl)(Cl)Cl)Cl.[CH3:35][C:36]1([CH3:50])[O:40][C@H:39]([CH2:41][O:42][C:43]2[N:48]=[C:47]([NH2:49])[CH:46]=[N:45][CH:44]=2)[CH2:38][O:37]1.O. The catalyst is C1COCC1.C(Cl)Cl.CO. The product is [CH3:35][C:36]1([CH3:50])[O:40][C@H:39]([CH2:41][O:42][C:43]2[N:48]=[C:47]([NH:49][C:24]([N:14]3[C@@H:15]4[CH2:19][N:18]([CH2:17][CH2:16]4)[C:12]4[CH:11]=[CH:10][C:9]([C:5]5[CH:6]=[CH:7][CH:8]=[C:3]([C:2]([F:21])([F:1])[F:22])[CH:4]=5)=[N:20][C:13]3=4)=[O:26])[CH:46]=[N:45][CH:44]=2)[CH2:38][O:37]1. The yield is 0.570. (3) The reactants are Cl[C:2]1[N:10]=[CH:9][N:8]=[C:7]2[C:3]=1[NH:4][CH:5]=[N:6]2.[OH:11][C:12]1[C:19]([CH3:20])=[CH:18][CH:17]=[CH:16][C:13]=1[CH2:14][NH2:15].C(N(CC)CC)C. The catalyst is C(O)CCC. The product is [OH:11][C:12]1[C:19]([CH3:20])=[CH:18][CH:17]=[CH:16][C:13]=1[CH2:14][NH:15][C:2]1[N:10]=[CH:9][N:8]=[C:7]2[C:3]=1[NH:4][CH:5]=[N:6]2. The yield is 0.920. (4) The product is [Cl:1][C:2]1[CH:10]=[C:9]2[C:5]([C:6]([C:11]([OH:13])=[O:12])=[CH:7][NH:8]2)=[CH:4][C:3]=1[C:15]1[CH:16]=[CH:17][C:18]([C:21]2[CH:26]=[CH:25][CH:24]=[CH:23][C:22]=2[OH:27])=[CH:19][CH:20]=1. The reactants are [Cl:1][C:2]1[CH:10]=[C:9]2[C:5]([C:6]([C:11]([O:13]C)=[O:12])=[CH:7][NH:8]2)=[CH:4][C:3]=1[C:15]1[CH:20]=[CH:19][C:18]([C:21]2[CH:26]=[CH:25][CH:24]=[CH:23][C:22]=2[OH:27])=[CH:17][CH:16]=1.[OH-].[Na+]. The catalyst is CO. The yield is 0.160. (5) The reactants are [NH2:1][C:2]1[CH:7]=[CH:6][C:5]([Cl:8])=[CH:4][C:3]=1[C:9](=[O:14])[C:10]([CH3:13])([CH3:12])[CH3:11].[O:15](S(C(F)(F)F)(=O)=O)[S:16]([C:19]([F:22])([F:21])[F:20])(=O)=[O:17]. The catalyst is ClCCl. The product is [Cl:8][C:5]1[CH:6]=[CH:7][C:2]([NH:1][S:16]([C:19]([F:22])([F:21])[F:20])(=[O:17])=[O:15])=[C:3]([C:9](=[O:14])[C:10]([CH3:11])([CH3:13])[CH3:12])[CH:4]=1. The yield is 0.960. (6) The product is [C:1]([C@H:5]1[CH2:10][CH2:9][C@H:8]([O:11][C:12]2[C:13]([CH3:32])=[C:14]3[C:19](=[CH:20][CH:21]=2)[CH:18]=[C:17]([CH2:22][N:23]2[CH2:26][CH:25]([C:27]([O:29][CH3:30])=[O:28])[CH2:24]2)[CH:16]=[CH:15]3)[CH2:7][CH2:6]1)([CH3:4])([CH3:3])[CH3:2]. No catalyst specified. The yield is 0.330. The reactants are [C:1]([C@H:5]1[CH2:10][CH2:9][C@H:8]([O:11][C:12]2[C:13](I)=[C:14]3[C:19](=[CH:20][CH:21]=2)[CH:18]=[C:17]([CH2:22][N:23]2[CH2:26][CH:25]([C:27]([O:29][CH3:30])=[O:28])[CH2:24]2)[CH:16]=[CH:15]3)[CH2:7][CH2:6]1)([CH3:4])([CH3:3])[CH3:2].[CH3:32]B(O)O.C([O-])([O-])=O.[K+].[K+].ClCCl. (7) The reactants are [H-].[H-].[H-].[H-].[Li+].[Al+3].[CH2:7]([O:13][C:14]([O:25][CH2:26][CH2:27][CH2:28][CH2:29][CH2:30][CH3:31])([CH3:24])[C:15](OCCCCCC)=[O:16])[CH2:8][CH2:9][CH2:10][CH2:11][CH3:12]. The catalyst is CCOCC. The product is [CH2:26]([O:25][C:14]([O:13][CH2:7][CH2:8][CH2:9][CH2:10][CH2:11][CH3:12])([CH3:24])[CH2:15][OH:16])[CH2:27][CH2:28][CH2:29][CH2:30][CH3:31]. The yield is 0.940. (8) The reactants are CN(C(ON1N=NC2C=CC=NC1=2)=[N+](C)C)C.F[P-](F)(F)(F)(F)F.ClC1C=C(C([NH:54][C@@H:55]2[CH2:59][CH2:58][S:57][C:56]2=[O:60])=O)C=NC=1NNC(NC1C2C=CC=CC=2CCC2C=CC=CC1=2)=S.[Cl:61][C:62]1[CH:63]=[C:64]([C:89]([OH:91])=O)[CH:65]=[N:66][C:67]=1[CH2:68][NH:69][C:70]([NH:72][CH:73]1[C:79]2[CH:80]=[N:81][CH:82]=[CH:83][C:78]=2[CH2:77][CH2:76][C:75]2[C:84]([F:88])=[CH:85][CH:86]=[CH:87][C:74]1=2)=[S:71].CCN(C(C)C)C(C)C. The catalyst is CC(N(C)C)=O. The product is [Cl:61][C:62]1[CH:63]=[C:64]([C:89]([NH:54][C@@H:55]2[CH2:59][CH2:58][S:57][C:56]2=[O:60])=[O:91])[CH:65]=[N:66][C:67]=1[CH2:68][NH:69][C:70]([NH:72][CH:73]1[C:79]2[CH:80]=[N:81][CH:82]=[CH:83][C:78]=2[CH2:77][CH2:76][C:75]2[C:84]([F:88])=[CH:85][CH:86]=[CH:87][C:74]1=2)=[S:71]. The yield is 0.860. (9) No catalyst specified. The product is [Br:30][CH2:2][CH2:3][NH:4][S:5]([C:8]1[CH:13]=[CH:12][C:11]([C:14]2[C:15]3[C:16]4[CH2:29][CH2:28][CH2:27][C:17]=4[C:18](=[O:26])[NH:19][C:20]=3[CH:21]=[CH:22][C:23]=2[OH:24])=[CH:10][CH:9]=1)(=[O:7])=[O:6]. The reactants are O[CH2:2][CH2:3][NH:4][S:5]([C:8]1[CH:13]=[CH:12][C:11]([C:14]2[C:15]3[C:16]4[CH2:29][CH2:28][CH2:27][C:17]=4[C:18](=[O:26])[NH:19][C:20]=3[CH:21]=[CH:22][C:23]=2[O:24]C)=[CH:10][CH:9]=1)(=[O:7])=[O:6].[Br:30]B(Br)Br. The yield is 0.180. (10) The reactants are [I:1][C:2]1[C:19]([C:20]([O:22]CC)=[O:21])=[C:5]2[CH2:6][N:7]([C:12]([O:14][C:15]([CH3:18])([CH3:17])[CH3:16])=[O:13])[C:8]3([CH2:11][CH2:10]3)[CH2:9][N:4]2[N:3]=1.[OH-].[Na+]. The catalyst is C(O)C.O. The product is [C:15]([O:14][C:12]([N:7]1[C:8]2([CH2:10][CH2:11]2)[CH2:9][N:4]2[N:3]=[C:2]([I:1])[C:19]([C:20]([OH:22])=[O:21])=[C:5]2[CH2:6]1)=[O:13])([CH3:18])([CH3:16])[CH3:17]. The yield is 0.900.